From a dataset of Catalyst prediction with 721,799 reactions and 888 catalyst types from USPTO. Predict which catalyst facilitates the given reaction. (1) Reactant: [C:1]([O:5][C:6]([NH:8][C@@H:9]([C@H:13]1[CH2:18][CH2:17][C@H:16]([OH:19])[CH2:15][CH2:14]1)[C:10]([OH:12])=O)=[O:7])([CH3:4])([CH3:3])[CH3:2].[NH:20]1[CH2:24][CH2:23][CH2:22][CH2:21]1.C(N(CC)CC)C.F[P-](F)(F)(F)(F)F.N1(O[P+](N(C)C)(N(C)C)N(C)C)C2C=CC=CC=2N=N1. Product: [C:1]([O:5][C:6](=[O:7])[NH:8][C@@H:9]([C@H:13]1[CH2:18][CH2:17][C@H:16]([OH:19])[CH2:15][CH2:14]1)[C:10](=[O:12])[N:20]1[CH2:24][CH2:23][CH2:22][CH2:21]1)([CH3:2])([CH3:3])[CH3:4]. The catalyst class is: 18. (2) Reactant: Cl.[CH3:2][C:3]1[CH:4]=[C:5]([CH:43]=[CH:44][CH:45]=1)[CH2:6][N:7]1[CH:11]=[C:10]([C:12]2[C:20]3[C:15](=[N:16][CH:17]=[C:18]([C:21]4[CH:22]=[N:23][C:24]([N:27]5[CH2:32][CH2:31][NH:30][CH2:29][CH2:28]5)=[CH:25][CH:26]=4)[CH:19]=3)[N:14]([S:33]([C:36]3[CH:42]=[CH:41][C:39]([CH3:40])=[CH:38][CH:37]=3)(=[O:35])=[O:34])[CH:13]=2)[CH:9]=[N:8]1.[CH3:46][C@H:47]1[CH2:49][O:48]1.CCN(C(C)C)C(C)C. Product: [CH3:2][C:3]1[CH:4]=[C:5]([CH:43]=[CH:44][CH:45]=1)[CH2:6][N:7]1[CH:11]=[C:10]([C:12]2[C:20]3[C:15](=[N:16][CH:17]=[C:18]([C:21]4[CH:26]=[CH:25][C:24]([N:27]5[CH2:32][CH2:31][N:30]([CH2:46][C@@H:47]([OH:48])[CH3:49])[CH2:29][CH2:28]5)=[N:23][CH:22]=4)[CH:19]=3)[N:14]([S:33]([C:36]3[CH:42]=[CH:41][C:39]([CH3:40])=[CH:38][CH:37]=3)(=[O:35])=[O:34])[CH:13]=2)[CH:9]=[N:8]1. The catalyst class is: 8. (3) Reactant: C([Li])CCC.[CH3:6][C:7]1([CH3:23])[O:11][CH:10]([CH2:12][O:13][C:14]2[CH:22]=[CH:21][C:17]3[CH:18]=[CH:19][S:20][C:16]=3[CH:15]=2)[CH2:9][O:8]1.[B:24](OC(C)C)([O:29]C(C)C)[O:25]C(C)C.O. Product: [CH3:6][C:7]1([CH3:23])[O:11][CH:10]([CH2:12][O:13][C:14]2[CH:22]=[CH:21][C:17]3[CH:18]=[C:19]([B:24]([OH:29])[OH:25])[S:20][C:16]=3[CH:15]=2)[CH2:9][O:8]1. The catalyst class is: 392.